This data is from Reaction yield outcomes from USPTO patents with 853,638 reactions. The task is: Predict the reaction yield, written as a fraction of the theoretical maximum amount of product (1.0 means a 100% yield; for example, 0.34 means a 34% yield). The reactants are [Br:1][C:2]1[CH:7]=[C:6]([Cl:8])[C:5]([S:9](Cl)(=[O:11])=[O:10])=[C:4]([Cl:13])[CH:3]=1.[NH2:14][C:15]1[C:16]([CH3:22])=[N:17][N:18]([CH3:21])[C:19]=1[CH3:20]. The catalyst is N1C=CC=CC=1. The product is [Br:1][C:2]1[CH:7]=[C:6]([Cl:8])[C:5]([S:9]([NH:14][C:15]2[C:16]([CH3:22])=[N:17][N:18]([CH3:21])[C:19]=2[CH3:20])(=[O:11])=[O:10])=[C:4]([Cl:13])[CH:3]=1. The yield is 0.890.